Predict the reactants needed to synthesize the given product. From a dataset of Retrosynthesis with 50K atom-mapped reactions and 10 reaction types from USPTO. (1) Given the product CNC(=O)NC(=O)C(CC1CCCC1O)c1ccc(Cl)c(Cl)c1, predict the reactants needed to synthesize it. The reactants are: CNC(=O)NC(=O)C(CC1CCCC1OC1CCCCO1)c1ccc(Cl)c(Cl)c1. (2) Given the product CCCN(C)C(=O)c1ccc([N+](=O)[O-])cc1, predict the reactants needed to synthesize it. The reactants are: CCCNC.O=C(Cl)c1ccc([N+](=O)[O-])cc1. (3) Given the product Nc1ccc2c(c1)S(=O)(=O)CCO2, predict the reactants needed to synthesize it. The reactants are: O=[N+]([O-])c1ccc2c(c1)S(=O)(=O)CCO2. (4) Given the product NS(=O)(=O)c1ccc(NC(=O)C(=O)N2CCC(Cc3ccccc3)CC2)cc1, predict the reactants needed to synthesize it. The reactants are: Nc1ccc(S(N)(=O)=O)cc1.O=C(O)C(=O)N1CCC(Cc2ccccc2)CC1. (5) The reactants are: CCNC.COc1ccc(-n2nc(C(=O)O)cc2-c2ccc(OCc3ccccc3)cn2)cn1. Given the product CCN(C)C(=O)c1cc(-c2ccc(OCc3ccccc3)cn2)n(-c2ccc(OC)nc2)n1, predict the reactants needed to synthesize it. (6) Given the product Cc1ccc(NS(=O)(=O)c2ccccc2)cc1, predict the reactants needed to synthesize it. The reactants are: Cc1ccc(N)cc1.O=S(=O)(Cl)c1ccccc1. (7) Given the product CC(C)(C)OC(=O)N1CCN(c2ccnc(-c3ccccc3)n2)CC1, predict the reactants needed to synthesize it. The reactants are: CC(C)(C)OC(=O)N1CCN(c2ccnc(Cl)n2)CC1.OB(O)c1ccccc1.